Dataset: Reaction yield outcomes from USPTO patents with 853,638 reactions. Task: Predict the reaction yield, written as a fraction of the theoretical maximum amount of product (1.0 means a 100% yield; for example, 0.34 means a 34% yield). (1) The reactants are [NH2:1][C:2]1[CH:7]=[C:6]([Cl:8])[CH:5]=[CH:4][C:3]=1[SH:9].[C:10]([O:14][C:15](=[O:24])[NH:16][C:17]1[S:18][CH:19]=[C:20]([CH2:22]Cl)[N:21]=1)([CH3:13])([CH3:12])[CH3:11].C([O-])([O-])=O.[K+].[K+]. The catalyst is CN(C=O)C. The product is [NH2:1][C:2]1[CH:7]=[C:6]([Cl:8])[CH:5]=[CH:4][C:3]=1[S:9][CH2:22][C:20]1[N:21]=[C:17]([NH:16][C:15](=[O:24])[O:14][C:10]([CH3:12])([CH3:11])[CH3:13])[S:18][CH:19]=1. The yield is 0.670. (2) The reactants are [C:1]([O:5][C:6]([NH:8][C:9]1[CH:18]=[CH:17][C:12]([C:13]([O:15]C)=[O:14])=[C:11]([OH:19])[CH:10]=1)=[O:7])([CH3:4])([CH3:3])[CH3:2]. The catalyst is [OH-].[Na+].O1CCOCC1. The product is [C:1]([O:5][C:6]([NH:8][C:9]1[CH:18]=[CH:17][C:12]([C:13]([OH:15])=[O:14])=[C:11]([OH:19])[CH:10]=1)=[O:7])([CH3:4])([CH3:2])[CH3:3]. The yield is 0.990. (3) The reactants are [PH2](O)=O.[Br:4][C:5]1[C:10]2=[CH:11][CH:12]=[C:13]3[C:22]([C:21](=O)[C:20]4[C:15](=[C:16]([Br:24])[CH:17]=[CH:18][CH:19]=4)[C:14]3=O)=[C:9]2[CH:8]=[CH:7][CH:6]=1.I. The catalyst is C(O)(=O)C. The product is [Br:4][C:5]1[C:10]2=[CH:11][CH:12]=[C:13]3[C:22]([CH:21]=[C:20]4[C:15]([C:16]([Br:24])=[CH:17][CH:18]=[CH:19]4)=[CH:14]3)=[C:9]2[CH:8]=[CH:7][CH:6]=1. The yield is 0.629. (4) The reactants are Br[C:2]1[CH:7]=[CH:6][C:5]([Br:8])=[CH:4][N:3]=1.[NH:9]1[CH2:13][CH2:12][CH2:11][CH2:10]1. The catalyst is C(O)CCC. The product is [Br:8][C:5]1[CH:6]=[CH:7][C:2]([N:9]2[CH2:13][CH2:12][CH2:11][CH2:10]2)=[N:3][CH:4]=1. The yield is 0.980. (5) The reactants are C([Li])CCC.C(NC(C)C)(C)C.[F:13][C:14]1[CH:15]=[N:16][CH:17]=[CH:18][CH:19]=1.[CH2:20]1[O:22][CH2:21]1. The catalyst is C1COCC1.O.C(Cl)Cl. The product is [F:13][C:14]1[CH:15]=[N:16][CH:17]=[CH:18][C:19]=1[CH2:20][CH2:21][OH:22]. The yield is 0.230. (6) The reactants are [NH2:1][C:2]1[CH:7]=[CH:6][C:5]([Cl:8])=[CH:4][N:3]=1.[CH3:9][C:10]([CH3:15])([CH3:14])[C:11](Cl)=[O:12]. The catalyst is C(Cl)Cl. The product is [Cl:8][C:5]1[CH:6]=[CH:7][C:2]([NH:1][C:11](=[O:12])[C:10]([CH3:15])([CH3:14])[CH3:9])=[N:3][CH:4]=1. The yield is 0.990. (7) The reactants are [Cl:1][C:2]1[CH:3]=[C:4]([CH:8]=[CH:9][CH:10]=1)[C:5](O)=[O:6].O.[NH2:12][NH2:13]. The catalyst is CN(C)C1C=CN=CC=1.C(O)C. The product is [Cl:1][C:2]1[CH:3]=[C:4]([CH:8]=[CH:9][CH:10]=1)[C:5]([NH:12][NH2:13])=[O:6]. The yield is 0.530. (8) The reactants are [NH2:1][C@@H:2]([CH2:33][C:34]1[CH:39]=[CH:38][CH:37]=[CH:36][CH:35]=1)[C@@H:3]([OH:32])[CH2:4][C@H:5]([NH:19][C:20]([C@@H:22]([NH:27][C:28](=[O:31])[O:29][CH3:30])[C:23]([CH3:26])([CH3:25])[CH3:24])=[O:21])[CH2:6][C:7]1[CH:12]=[CH:11][C:10]([C:13]2[CH:18]=[CH:17][CH:16]=[CH:15][N:14]=2)=[CH:9][CH:8]=1.[CH3:40][C:41]1[CH:51]=[CH:50][CH:49]=[C:48]([CH3:52])[C:42]=1[O:43][CH2:44][C:45](O)=[O:46].CCOP(ON1N=NC2C=CC=CC=2C1=O)(OCC)=O.C(N(CC)C(C)C)(C)C. The catalyst is C1COCC1. The product is [CH3:40][C:41]1[CH:51]=[CH:50][CH:49]=[C:48]([CH3:52])[C:42]=1[O:43][CH2:44][C:45]([NH:1][C@@H:2]([CH2:33][C:34]1[CH:35]=[CH:36][CH:37]=[CH:38][CH:39]=1)[C@@H:3]([OH:32])[CH2:4][C@H:5]([NH:19][C:20]([C@@H:22]([NH:27][C:28](=[O:31])[O:29][CH3:30])[C:23]([CH3:26])([CH3:25])[CH3:24])=[O:21])[CH2:6][C:7]1[CH:12]=[CH:11][C:10]([C:13]2[CH:18]=[CH:17][CH:16]=[CH:15][N:14]=2)=[CH:9][CH:8]=1)=[O:46]. The yield is 0.730. (9) The reactants are [F:1][C:2]1[CH:11]=[CH:10][C:9]([O:12][CH2:13][CH2:14][CH3:15])=[C:8]2[C:3]=1[C:4](=[O:17])[C:5](I)=[CH:6][NH:7]2.C1(C)C=CC=CC=1.[O:25]1[CH:29]=[CH:28][C:27](B(O)O)=[CH:26]1.C(=O)([O-])[O-].[Na+].[Na+]. The catalyst is O.CO. The product is [F:1][C:2]1[CH:11]=[CH:10][C:9]([O:12][CH2:13][CH2:14][CH3:15])=[C:8]2[C:3]=1[C:4](=[O:17])[C:5]([C:27]1[CH:28]=[CH:29][O:25][CH:26]=1)=[CH:6][NH:7]2. The yield is 0.580.